This data is from Catalyst prediction with 721,799 reactions and 888 catalyst types from USPTO. The task is: Predict which catalyst facilitates the given reaction. (1) Reactant: [CH:1]1([O:7][C:8]2[N:13]=[CH:12][C:11]([C:14]#[N:15])=[CH:10][CH:9]=2)[CH2:6][CH2:5][CH2:4][CH2:3][CH2:2]1.B. Product: [NH2:15][CH2:14][C:11]1[CH:12]=[N:13][C:8]([O:7][CH:1]2[CH2:2][CH2:3][CH2:4][CH2:5][CH2:6]2)=[CH:9][CH:10]=1. The catalyst class is: 1. (2) Reactant: [C:1]([O:4][C@H:5]1[CH2:26][CH2:25][C@@:24]2([CH3:27])[C@@H:7]([CH2:8][CH2:9][C@:10]3([CH3:35])[C@@H:23]2[CH2:22][CH:21]=[C:20]2[C@@:11]3([CH3:34])[CH2:12][CH2:13][C@:14]3([CH3:33])[C@H:19]2[CH2:18][C@@:17]([CH3:32])([C:28]([O:30][CH3:31])=[O:29])[CH2:16][CH2:15]3)[C:6]1([CH3:37])[CH3:36])(=[O:3])[CH3:2].ClC(Cl)C(O)=[O:41].OO. Product: [C:1]([O:4][C@H:5]1[CH2:26][CH2:25][C@@:24]2([CH3:27])[C@@H:7]([CH2:8][CH2:9][C@:10]3([CH3:35])[C@@H:23]2[CH2:22][C:21](=[O:41])[C@H:20]2[C@@:11]3([CH3:34])[CH2:12][CH2:13][C@:14]3([CH3:33])[C@H:19]2[CH2:18][C@@:17]([CH3:32])([C:28]([O:30][CH3:31])=[O:29])[CH2:16][CH2:15]3)[C:6]1([CH3:37])[CH3:36])(=[O:3])[CH3:2]. The catalyst class is: 68. (3) Reactant: [CH2:1]([N:3]1[C:7]2=[N:8][C:9]([CH2:45][CH3:46])=[C:10]([CH2:19][N:20]([CH2:29][C:30]3[CH:31]=[C:32]([C:37]4[CH:42]=[CH:41][CH:40]=[C:39]([CH:43]=O)[CH:38]=4)[C:33]([CH3:36])=[CH:34][CH:35]=3)[C:21]([C:23]3([C:26]([NH2:28])=[O:27])[CH2:25][CH2:24]3)=[O:22])[C:11]([NH:12][CH:13]3[CH2:18][CH2:17][O:16][CH2:15][CH2:14]3)=[C:6]2[CH:5]=[N:4]1)[CH3:2].C([N:54]1[CH2:59][CH2:58][NH:57][C@@H:56]([CH3:60])[CH2:55]1)(OC(C)(C)C)=O.C(O[BH-](OC(=O)C)OC(=O)C)(=O)C.[Na+].C(O)(=O)C. Product: [CH2:1]([N:3]1[C:7]2=[N:8][C:9]([CH2:45][CH3:46])=[C:10]([CH2:19][N:20]([CH2:29][C:30]3[CH:31]=[C:32]([C:37]4[CH:42]=[CH:41][CH:40]=[C:39]([CH2:43][N:57]5[CH2:58][CH2:59][NH:54][CH2:55][C@H:56]5[CH3:60])[CH:38]=4)[C:33]([CH3:36])=[CH:34][CH:35]=3)[C:21]([C:23]3([C:26]([NH2:28])=[O:27])[CH2:25][CH2:24]3)=[O:22])[C:11]([NH:12][CH:13]3[CH2:18][CH2:17][O:16][CH2:15][CH2:14]3)=[C:6]2[CH:5]=[N:4]1)[CH3:2]. The catalyst class is: 157. (4) Reactant: [CH2:1]([N:6]1[C:14]2[N:13]=[CH:12][NH:11][C:10]=2[C:9](=[O:15])[N:8]2[C:16]([CH2:19][CH2:20][C:21]3[O:22][C:23]([C:26]4[CH:31]=[CH:30][CH:29]=[CH:28][CH:27]=4)=[N:24][N:25]=3)=[N:17][N:18]=[C:7]12)[CH2:2][CH2:3][CH2:4][CH3:5].[Br:32]N1C(=O)CCC1=O. Product: [Br:32][C:12]1[NH:11][C:10]2[C:9](=[O:15])[N:8]3[C:16]([CH2:19][CH2:20][C:21]4[O:22][C:23]([C:26]5[CH:31]=[CH:30][CH:29]=[CH:28][CH:27]=5)=[N:24][N:25]=4)=[N:17][N:18]=[C:7]3[N:6]([CH2:1][CH2:2][CH2:3][CH2:4][CH3:5])[C:14]=2[N:13]=1. The catalyst class is: 1. (5) The catalyst class is: 4. Reactant: [Cl:1][C:2]1[C:7]([CH3:8])=[CH:6][CH:5]=[CH:4][N:3]=1.OO.NC(N)=[O:13].C(N)(N)=O.OO.FC(F)(F)C(O)=O.S(S([O-])=O)([O-])=O.[Na+].[Na+].Cl. Product: [Cl:1][C:2]1[C:7]([CH3:8])=[CH:6][CH:5]=[CH:4][N+:3]=1[O-:13]. (6) Product: [NH2:10][CH:7]1[C:8](=[O:9])[N:5]2[C:4]([C:24]([OH:26])=[O:25])=[C:3]([CH:2]=[CH2:1])[CH2:23][S:22][C@H:6]12. The catalyst class is: 6. Reactant: [CH2:1]=[CH:2][C:3]1[CH2:23][S:22][C@@H:6]2[C@H:7]([NH:10]C(/C(/C3N=C(N)SC=3)=N\O)=O)[C:8](=[O:9])[N:5]2[C:4]=1[C:24]([OH:26])=[O:25]. (7) Reactant: Br[C:2]1[CH:7]=[CH:6][C:5]([N:8]2[C:12]([CH2:13][C@@H:14]3[CH2:18][CH2:17][N:16]([C:19]([CH:21]4[CH2:23][CH2:22]4)=[O:20])[CH2:15]3)=[N:11][NH:10][C:9]2=[O:24])=[C:4]([F:25])[CH:3]=1.B1(B2OC(C)(C)C(C)(C)O2)OC(C)(C)C(C)(C)O1.C([O-])(=O)C.[K+].O.C(O)(C(F)(F)F)=O.Br[C:58]1[CH:59]=[C:60]([CH:69]=[CH:70][CH:71]=1)[C:61]([C:63]1[CH:68]=[CH:67][CH:66]=[CH:65][CH:64]=1)=[O:62].C(=O)([O-])[O-].[K+].[K+]. Product: [CH:21]1([C:19]([N:16]2[CH2:17][CH2:18][C@@H:14]([CH2:13][C:12]3[N:8]([C:5]4[CH:6]=[CH:7][C:2]([C:67]5[CH:66]=[CH:65][CH:64]=[C:63]([C:61]([C:60]6[CH:69]=[CH:70][CH:71]=[CH:58][CH:59]=6)=[O:62])[CH:68]=5)=[CH:3][C:4]=4[F:25])[C:9](=[O:24])[NH:10][N:11]=3)[CH2:15]2)=[O:20])[CH2:23][CH2:22]1. The catalyst class is: 12. (8) Product: [CH3:1][C:2]1[N:12]=[C:11]2[N:6]([CH2:7][CH2:8][CH2:9][CH:10]2[OH:13])[C:4](=[O:5])[C:3]=1[CH2:14][CH2:15][N:16]1[CH2:21][CH2:20][CH:19]([C:22]2[C:23]3[CH:24]=[CH:25][C:26]([F:31])=[CH:27][C:28]=3[O:29][N:30]=2)[CH2:18][CH2:17]1.[C:32]([O-:37])(=[O:36])[C:33]([O-:35])=[O:34]. The catalyst class is: 8. Reactant: [CH3:1][C:2]1[N:12]=[C:11]2[N:6]([CH2:7][CH2:8][CH2:9][CH:10]2[OH:13])[C:4](=[O:5])[C:3]=1[CH2:14][CH2:15][N:16]1[CH2:21][CH2:20][CH:19]([C:22]2[C:23]3[CH:24]=[CH:25][C:26]([F:31])=[CH:27][C:28]=3[O:29][N:30]=2)[CH2:18][CH2:17]1.[C:32]([OH:37])(=[O:36])[C:33]([OH:35])=[O:34]. (9) Reactant: [CH:1]1[C:13]2[N:12]([C:14]3[CH:19]=[CH:18][C:17]([C:20](=[O:22])[CH3:21])=[CH:16][CH:15]=3)[C:11]3[C:6](=[CH:7][CH:8]=[CH:9][CH:10]=3)[C:5]=2[CH:4]=[CH:3][CH:2]=1.[S:23]1[CH:27]=[CH:26][CH:25]=[C:24]1[C:28](Cl)=[O:29].[Al+3].[Cl-].[Cl-].[Cl-].[C:35](Cl)(=[O:39])/[CH:36]=[CH:37]/[CH3:38]. Product: [C:20]([C:17]1[CH:16]=[CH:15][C:14]([N:12]2[C:13]3[CH:1]=[CH:2][C:3]([C:35](=[O:39])/[CH:36]=[CH:37]/[CH3:38])=[CH:4][C:5]=3[C:6]3[C:11]2=[CH:10][CH:9]=[C:8]([C:28]([C:24]2[S:23][CH:27]=[CH:26][CH:25]=2)=[O:29])[CH:7]=3)=[CH:19][CH:18]=1)(=[O:22])[CH3:21]. The catalyst class is: 2.